From a dataset of Cav3 T-type calcium channel HTS with 100,875 compounds. Binary Classification. Given a drug SMILES string, predict its activity (active/inactive) in a high-throughput screening assay against a specified biological target. The drug is O1c2c(C(C(=C1N)C#N)c1ccccc1)c(=O)n(CCCN(CC)CC)c(c2)C. The result is 0 (inactive).